This data is from NCI-60 drug combinations with 297,098 pairs across 59 cell lines. The task is: Regression. Given two drug SMILES strings and cell line genomic features, predict the synergy score measuring deviation from expected non-interaction effect. (1) Drug 1: CN1C(=O)N2C=NC(=C2N=N1)C(=O)N. Drug 2: C1CNP(=O)(OC1)N(CCCl)CCCl. Cell line: COLO 205. Synergy scores: CSS=3.36, Synergy_ZIP=0.482, Synergy_Bliss=1.68, Synergy_Loewe=2.88, Synergy_HSA=0.0631. (2) Drug 1: C1CN(CCN1C(=O)CCBr)C(=O)CCBr. Drug 2: C1=NNC2=C1C(=O)NC=N2. Cell line: CAKI-1. Synergy scores: CSS=13.8, Synergy_ZIP=-6.28, Synergy_Bliss=-5.45, Synergy_Loewe=-5.36, Synergy_HSA=-4.11. (3) Drug 1: C1=CC(=CC=C1C#N)C(C2=CC=C(C=C2)C#N)N3C=NC=N3. Drug 2: C(CCl)NC(=O)N(CCCl)N=O. Cell line: KM12. Synergy scores: CSS=10.2, Synergy_ZIP=-5.12, Synergy_Bliss=-6.10, Synergy_Loewe=-2.39, Synergy_HSA=-1.62. (4) Drug 1: C1=CC(=CC=C1CC(C(=O)O)N)N(CCCl)CCCl.Cl. Drug 2: CC1CCCC2(C(O2)CC(NC(=O)CC(C(C(=O)C(C1O)C)(C)C)O)C(=CC3=CSC(=N3)C)C)C. Cell line: DU-145. Synergy scores: CSS=-0.897, Synergy_ZIP=0.454, Synergy_Bliss=0.815, Synergy_Loewe=-3.54, Synergy_HSA=-2.48. (5) Drug 1: CC1=C(C(CCC1)(C)C)C=CC(=CC=CC(=CC(=O)O)C)C. Drug 2: CC=C1C(=O)NC(C(=O)OC2CC(=O)NC(C(=O)NC(CSSCCC=C2)C(=O)N1)C(C)C)C(C)C. Cell line: UACC-257. Synergy scores: CSS=27.5, Synergy_ZIP=0.200, Synergy_Bliss=2.14, Synergy_Loewe=-37.8, Synergy_HSA=2.64. (6) Drug 1: CCC1=CC2CC(C3=C(CN(C2)C1)C4=CC=CC=C4N3)(C5=C(C=C6C(=C5)C78CCN9C7C(C=CC9)(C(C(C8N6C)(C(=O)OC)O)OC(=O)C)CC)OC)C(=O)OC.C(C(C(=O)O)O)(C(=O)O)O. Drug 2: CC1C(C(CC(O1)OC2CC(CC3=C2C(=C4C(=C3O)C(=O)C5=C(C4=O)C(=CC=C5)OC)O)(C(=O)C)O)N)O.Cl. Cell line: M14. Synergy scores: CSS=15.7, Synergy_ZIP=-1.70, Synergy_Bliss=-1.44, Synergy_Loewe=-14.4, Synergy_HSA=-0.972. (7) Drug 1: CCCS(=O)(=O)NC1=C(C(=C(C=C1)F)C(=O)C2=CNC3=C2C=C(C=N3)C4=CC=C(C=C4)Cl)F. Drug 2: CN(CCCl)CCCl.Cl. Cell line: COLO 205. Synergy scores: CSS=49.8, Synergy_ZIP=-7.15, Synergy_Bliss=-3.61, Synergy_Loewe=-9.91, Synergy_HSA=-2.83.